From a dataset of NCI-60 drug combinations with 297,098 pairs across 59 cell lines. Regression. Given two drug SMILES strings and cell line genomic features, predict the synergy score measuring deviation from expected non-interaction effect. (1) Drug 1: CC1=CC2C(CCC3(C2CCC3(C(=O)C)OC(=O)C)C)C4(C1=CC(=O)CC4)C. Drug 2: CC(C)CN1C=NC2=C1C3=CC=CC=C3N=C2N. Cell line: OVCAR3. Synergy scores: CSS=0.545, Synergy_ZIP=2.01, Synergy_Bliss=7.73, Synergy_Loewe=2.51, Synergy_HSA=4.01. (2) Drug 1: COC1=NC(=NC2=C1N=CN2C3C(C(C(O3)CO)O)O)N. Drug 2: C1C(C(OC1N2C=NC(=NC2=O)N)CO)O. Cell line: HCT116. Synergy scores: CSS=24.4, Synergy_ZIP=-4.83, Synergy_Bliss=-4.24, Synergy_Loewe=-18.1, Synergy_HSA=0.956. (3) Cell line: MDA-MB-231. Drug 2: C1=CC(=C2C(=C1NCCNCCO)C(=O)C3=C(C=CC(=C3C2=O)O)O)NCCNCCO. Drug 1: CC(C1=C(C=CC(=C1Cl)F)Cl)OC2=C(N=CC(=C2)C3=CN(N=C3)C4CCNCC4)N. Synergy scores: CSS=44.5, Synergy_ZIP=8.70, Synergy_Bliss=10.3, Synergy_Loewe=0.234, Synergy_HSA=12.2. (4) Drug 1: C1=CC(=CC=C1C#N)C(C2=CC=C(C=C2)C#N)N3C=NC=N3. Drug 2: CC(C)CN1C=NC2=C1C3=CC=CC=C3N=C2N. Cell line: NCI-H460. Synergy scores: CSS=-2.79, Synergy_ZIP=2.37, Synergy_Bliss=0.328, Synergy_Loewe=-3.70, Synergy_HSA=-4.02. (5) Drug 1: C1=CN(C(=O)N=C1N)C2C(C(C(O2)CO)O)O.Cl. Drug 2: CS(=O)(=O)CCNCC1=CC=C(O1)C2=CC3=C(C=C2)N=CN=C3NC4=CC(=C(C=C4)OCC5=CC(=CC=C5)F)Cl. Cell line: HL-60(TB). Synergy scores: CSS=39.1, Synergy_ZIP=2.24, Synergy_Bliss=-0.503, Synergy_Loewe=-24.2, Synergy_HSA=-4.05.